Dataset: Catalyst prediction with 721,799 reactions and 888 catalyst types from USPTO. Task: Predict which catalyst facilitates the given reaction. (1) Reactant: [CH3:1][O:2][C:3](=[O:27])[CH2:4][CH2:5][C:6]([N:8]1[CH2:12][C@H:11](OS(C2C=CC(C)=CC=2)(=O)=O)[C@@H:10]([N:24]=[N+]=[N-])[CH2:9]1)=[O:7].C1(P(C2C=CC=CC=2)C2C=CC=CC=2)C=CC=CC=1.O.C(N(CC)CC)C. Product: [CH3:1][O:2][C:3](=[O:27])[CH2:4][CH2:5][C:6]([N:8]1[CH2:9][CH:10]2[CH:11]([NH:24]2)[CH2:12]1)=[O:7]. The catalyst class is: 10. (2) The catalyst class is: 4. Product: [Cl:31][C:30]1[CH:29]=[CH:28][C:27]([C:32]([CH3:37])([CH3:38])[C:33]([O:35][CH3:36])=[O:34])=[CH:26][C:25]=1[NH:24][C:4](=[O:5])[C:3]1[CH:7]=[CH:8][C:9]([O:11][CH2:12][C@@H:13]2[CH2:18][N:17]([CH3:19])[C:16]3[CH:20]=[CH:21][CH:22]=[CH:23][C:15]=3[O:14]2)=[CH:10][C:2]=1[Cl:1]. Reactant: [Cl:1][C:2]1[CH:10]=[C:9]([O:11][CH2:12][C@@H:13]2[CH2:18][N:17]([CH3:19])[C:16]3[CH:20]=[CH:21][CH:22]=[CH:23][C:15]=3[O:14]2)[CH:8]=[CH:7][C:3]=1[C:4](Cl)=[O:5].[NH2:24][C:25]1[CH:26]=[C:27]([C:32]([CH3:38])([CH3:37])[C:33]([O:35][CH3:36])=[O:34])[CH:28]=[CH:29][C:30]=1[Cl:31].N1C=CC=CC=1.O. (3) Reactant: Cl[C:2]([O:4][CH2:5][C:6]1[CH:11]=[CH:10][CH:9]=[CH:8][CH:7]=1)=[O:3].[NH2:12][CH2:13][CH2:14][O:15][C@H:16]1[CH2:21][CH2:20][CH2:19][N:18]([C:22]([O:24][C:25]([CH3:28])([CH3:27])[CH3:26])=[O:23])[CH2:17]1.C(=O)(O)[O-].[Na+]. Product: [C:6]1([CH2:5][O:4][C:2]([NH:12][CH2:13][CH2:14][O:15][C@H:16]2[CH2:21][CH2:20][CH2:19][N:18]([C:22]([O:24][C:25]([CH3:28])([CH3:27])[CH3:26])=[O:23])[CH2:17]2)=[O:3])[CH:11]=[CH:10][CH:9]=[CH:8][CH:7]=1. The catalyst class is: 40.